From a dataset of HIV replication inhibition screening data with 41,000+ compounds from the AIDS Antiviral Screen. Binary Classification. Given a drug SMILES string, predict its activity (active/inactive) in a high-throughput screening assay against a specified biological target. (1) The result is 0 (inactive). The molecule is NC(Cc1ccc2nc3c4ccccc4c(=O)cc-3oc2c1)C(=O)O. (2) The drug is CCNc1ccc(-c2ccccc2)nc1N1CCN(C(=O)c2cc3cc(OC)ccc3[nH]2)CC1. The result is 0 (inactive). (3) The molecule is CCOC(=O)C1Cc2cc(C)c(C)cc2N(C)C1=O. The result is 0 (inactive). (4) The compound is CN(C)CCNC(=O)c1ccc(Cl)c2c(Nc3ccc(S(=O)(=O)NC(=N)N)cc3)c3ccccc3nc12. The result is 0 (inactive).